Dataset: Forward reaction prediction with 1.9M reactions from USPTO patents (1976-2016). Task: Predict the product of the given reaction. (1) Given the reactants [C:1]([O-:10])(=[O:9])[CH2:2][CH2:3][CH2:4][CH2:5][C:6]([O-:8])=[O:7].[NH4+].[NH4+].[CH2:13]([OH:22])[CH2:14][O:15][CH2:16][CH2:17][O:18][CH2:19][CH2:20][OH:21].C(O)(=O)CCCCC(O)=O.O.[PH2]([O-])=O.[Na+].[C:38]1(=[O:45])[NH:44][CH2:43][CH2:42][CH2:41][CH2:40][CH2:39]1, predict the reaction product. The product is: [CH2:13]([OH:22])[CH2:14][O:15][CH2:16][CH2:17][O:18][CH2:19][CH2:20][OH:21].[C:1]([OH:10])(=[O:9])[CH2:2][CH2:3][CH2:4][CH2:5][C:6]([OH:8])=[O:7].[C:38]1(=[O:45])[NH:44][CH2:43][CH2:42][CH2:41][CH2:40][CH2:39]1. (2) Given the reactants [F:1][C:2]1[CH:7]=[CH:6][CH:5]=[CH:4][C:3]=1[C:8]1[CH2:12][CH2:11][CH2:10][C:9]=1[C:13](OCC)=[O:14].[H-].[Al+3].[Li+].[H-].[H-].[H-].[OH-].[Na+].S([O-])([O-])(=O)=O.[Mg+2], predict the reaction product. The product is: [F:1][C:2]1[CH:7]=[CH:6][CH:5]=[CH:4][C:3]=1[C:8]1[CH2:12][CH2:11][CH2:10][C:9]=1[CH2:13][OH:14]. (3) Given the reactants [Cl:1][C:2]1[CH:7]=[CH:6][CH:5]=[CH:4][C:3]=1[N:8]1[CH2:16][CH2:15][C:10]2([NH:14][CH2:13][CH2:12][CH2:11]2)[C:9]1=[O:17].C(N(CC)C(C)C)(C)C.[F:27][CH:28]([F:40])[O:29][C:30]1[CH:35]=[CH:34][C:33]([S:36](Cl)(=[O:38])=[O:37])=[CH:32][CH:31]=1, predict the reaction product. The product is: [Cl:1][C:2]1[CH:7]=[CH:6][CH:5]=[CH:4][C:3]=1[N:8]1[CH2:16][CH2:15][C:10]2([N:14]([S:36]([C:33]3[CH:32]=[CH:31][C:30]([O:29][CH:28]([F:27])[F:40])=[CH:35][CH:34]=3)(=[O:38])=[O:37])[CH2:13][CH2:12][CH2:11]2)[C:9]1=[O:17]. (4) Given the reactants [O:1]1[CH2:5][CH2:4][O:3][CH:2]1[C:6]1[CH:7]=[C:8]([NH:12][C:13]([NH2:15])=[S:14])[CH:9]=[CH:10][CH:11]=1.Br.[C:17]([NH:20][C:21]1(NC2C=C(C=CC=2)C(O)=O)[NH:25][C:24]([CH3:31])(C2SC=NC=2)[CH2:23][S:22]1)(=[O:19])[CH3:18].[CH3:42][CH2:43]O, predict the reaction product. The product is: [O:1]1[CH2:5][CH2:4][O:3][CH:2]1[C:6]1[CH:7]=[C:8]([NH:12][C:13]2[S:14][CH:42]=[C:43]([C:23]3[S:22][C:21]([NH:20][C:17](=[O:19])[CH3:18])=[N:25][C:24]=3[CH3:31])[N:15]=2)[CH:9]=[CH:10][CH:11]=1. (5) Given the reactants [F:1][C:2]([F:15])([CH:6]([O:9][C:10](=[O:14])[C:11]([CH3:13])=[CH2:12])[CH2:7][CH3:8])[C:3]([OH:5])=[O:4].[CH:16]1(N=C=N[CH:16]2[CH2:21][CH2:20][CH2:19][CH2:18][CH2:17]2)[CH2:21][CH2:20][CH2:19][CH2:18][CH2:17]1.C1(O)C=CC=CC=1.Cl, predict the reaction product. The product is: [C:16]1([O:4][C:3](=[O:5])[C:2]([F:15])([F:1])[CH:6]([O:9][C:10](=[O:14])[C:11]([CH3:13])=[CH2:12])[CH2:7][CH3:8])[CH:21]=[CH:20][CH:19]=[CH:18][CH:17]=1. (6) Given the reactants Cl.Cl.[N:3]1([C:7]2[N:12]=[CH:11][C:10]([C:13]3([C:16](Cl)=[O:17])[CH2:15][CH2:14]3)=[CH:9][CH:8]=2)[CH2:6][CH2:5][CH2:4]1.CC1(C)C2CCC1(CS(O)(=O)=O)C(=O)C2.[NH:34]1[CH2:38][CH2:37][C@@:36]2([C:46]3[CH:45]=[CH:44][N:43]=[CH:42][C:41]=3[C:40](=[O:47])[O:39]2)[CH2:35]1.C(Cl)Cl.C(N(CC)C(C)C)(C)C, predict the reaction product. The product is: [N:3]1([C:7]2[N:12]=[CH:11][C:10]([C:13]3([C:16]([N:34]4[CH2:38][CH2:37][C@@:36]5([C:46]6[CH:45]=[CH:44][N:43]=[CH:42][C:41]=6[C:40](=[O:47])[O:39]5)[CH2:35]4)=[O:17])[CH2:15][CH2:14]3)=[CH:9][CH:8]=2)[CH2:6][CH2:5][CH2:4]1.